This data is from Forward reaction prediction with 1.9M reactions from USPTO patents (1976-2016). The task is: Predict the product of the given reaction. (1) The product is: [OH:13][C:9]1([C:23]2[CH:22]=[C:21]([O:26][CH3:27])[C:20]([O:28][CH3:29])=[C:19]([O:18][CH3:17])[CH:24]=2)[C:10]2[C:5](=[C:4]([N+:14]([O-:16])=[O:15])[C:3]([O:2][CH3:1])=[CH:12][CH:11]=2)[CH2:6][CH2:7][CH2:8]1. Given the reactants [CH3:1][O:2][C:3]1[C:4]([N+:14]([O-:16])=[O:15])=[C:5]2[C:10](=[CH:11][CH:12]=1)[C:9](=[O:13])[CH2:8][CH2:7][CH2:6]2.[CH3:17][O:18][C:19]1[CH:24]=[CH:23][C:22]([Li])=[C:21]([O:26][CH3:27])[C:20]=1[O:28][CH3:29], predict the reaction product. (2) Given the reactants [C:1]([Si:5]([O:8][C:9]1[CH:14]=[C:13](I)[C:12]([Cl:16])=[CH:11][C:10]=1[Cl:17])([CH3:7])[CH3:6])([CH3:4])([CH3:3])[CH3:2].C(=O)=O.CC(C)=O.[CH:25]([O:28][B:29](OC(C)C)[O:30][CH:31](C)C)(C)C.C([Li])[CH2:39][CH2:40][CH3:41], predict the reaction product. The product is: [Si:5]([O:8][C:9]1[C:10]([Cl:17])=[CH:11][C:12]([Cl:16])=[C:13]([B:29]2[O:30][CH2:31][C:40]([CH3:39])([CH3:41])[CH2:25][O:28]2)[CH:14]=1)([C:1]([CH3:4])([CH3:3])[CH3:2])([CH3:7])[CH3:6]. (3) Given the reactants [Cl:1][C:2]1[CH:7]=[CH:6][C:5]([C@H:8]2[O:12][C:11](=[O:13])[N:10]([CH2:14][C:15]3[CH:20]=[CH:19][C:18](I)=[CH:17][CH:16]=3)[CH2:9]2)=[CH:4][CH:3]=1.C([O-])(=O)C.[Pb+2].C([O-])(=O)C.C1(P(C2CCCCC2)C2C=CC=CC=2C2C=CC=CC=2)CCCCC1.C(=O)([O-])[O-].[Cs+].[Cs+].[N:62]1[CH:67]=[CH:66][CH:65]=[CH:64][C:63]=1[CH:68]1[CH2:73][NH:72][CH2:71][CH2:70][N:69]1[CH3:74], predict the reaction product. The product is: [Cl:1][C:2]1[CH:7]=[CH:6][C:5]([C@H:8]2[O:12][C:11](=[O:13])[N:10]([CH2:14][C:15]3[CH:20]=[CH:19][C:18]([N:72]4[CH2:71][CH2:70][N:69]([CH2:68][C:63]5[CH:64]=[CH:65][CH:66]=[CH:67][N:62]=5)[CH2:74][CH2:73]4)=[CH:17][CH:16]=3)[CH2:9]2)=[CH:4][CH:3]=1. (4) Given the reactants C[Mg]Br.[CH2:4](OCC)C.CON(C)[C:12](=[O:40])[C:13]1[CH:18]=[CH:17][C:16]([C:19]2([C:26]3[CH:31]=[CH:30][C:29]([O:32][CH2:33][C:34]4[CH:39]=[CH:38][CH:37]=[CH:36][N:35]=4)=[CH:28][CH:27]=3)[CH2:24][CH:23]3[CH2:25][CH:20]2[CH2:21][CH2:22]3)=[CH:15][CH:14]=1, predict the reaction product. The product is: [N:35]1[CH:36]=[CH:37][CH:38]=[CH:39][C:34]=1[CH2:33][O:32][C:29]1[CH:28]=[CH:27][C:26]([C:19]2([C:16]3[CH:17]=[CH:18][C:13]([C:12](=[O:40])[CH3:4])=[CH:14][CH:15]=3)[CH2:24][CH:23]3[CH2:25][CH:20]2[CH2:21][CH2:22]3)=[CH:31][CH:30]=1.